This data is from Reaction yield outcomes from USPTO patents with 853,638 reactions. The task is: Predict the reaction yield, written as a fraction of the theoretical maximum amount of product (1.0 means a 100% yield; for example, 0.34 means a 34% yield). (1) The reactants are Cl.[CH2:2]([O:9][C:10]1[CH:15]=[CH:14][C:13]([NH:16][NH2:17])=[CH:12][CH:11]=1)[C:3]1[CH:8]=[CH:7][CH:6]=[CH:5][CH:4]=1.[CH3:18][C:19]([CH3:26])([CH3:25])[C:20](=O)[CH2:21][C:22]#[N:23].Cl. No catalyst specified. The product is [C:19]([C:20]1[CH:21]=[C:22]([NH2:23])[N:16]([C:13]2[CH:12]=[CH:11][C:10]([O:9][CH2:2][C:3]3[CH:4]=[CH:5][CH:6]=[CH:7][CH:8]=3)=[CH:15][CH:14]=2)[N:17]=1)([CH3:26])([CH3:25])[CH3:18]. The yield is 0.850. (2) The reactants are C([O:5][C:6](=O)[C@@H:7]([O:9][C:10]1[CH:31]=[CH:30][C:13]2[C:14]3[N:18]([CH2:19][CH2:20][O:21][C:12]=2[CH:11]=1)[CH:17]=[C:16]([C:22]1[N:23]([CH:27]([CH3:29])[CH3:28])[N:24]=[CH:25][N:26]=1)[N:15]=3)[CH3:8])(C)(C)C.C(O)(C(F)(F)F)=O.C[N:41](C(ON1N=NC2C=CC=NC1=2)=[N+](C)C)C.F[P-](F)(F)(F)(F)F.[Cl-].[NH4+].C(N(CC)CC)C. The catalyst is C(Cl)Cl. The product is [CH:27]([N:23]1[C:22]([C:16]2[N:15]=[C:14]3[C:13]4[CH:30]=[CH:31][C:10]([O:9][C@@H:7]([CH3:8])[C:6]([NH2:41])=[O:5])=[CH:11][C:12]=4[O:21][CH2:20][CH2:19][N:18]3[CH:17]=2)=[N:26][CH:25]=[N:24]1)([CH3:29])[CH3:28]. The yield is 0.900. (3) The reactants are [CH3:1][O:2][C:3]([NH:5][C@H:6]([C:11]([N:13]1[CH2:17][C@@H:16]([CH3:18])[CH2:15][C@H:14]1[C:19]1[NH:20][C:21]([C:24]2[CH:29]=[C:28]3[CH2:30][O:31][C:32]4[CH:59]=[C:58]5[C:35]([CH:36]=[CH:37][C:38]6[N:42]=[C:41]([C@@H:43]7[CH2:47][C@H:46]([CH2:48][O:49][CH3:50])[CH2:45][N:44]7C(OC(C)(C)C)=O)[NH:40][C:39]=65)=[CH:34][C:33]=4[C:27]3=[CH:26][CH:25]=2)=[CH:22][N:23]=1)=[O:12])[C@@H:7]([CH2:9][CH3:10])[CH3:8])=[O:4].[CH3:60][O:61][C@H:62]([CH3:72])[C@H:63]([NH:67][C:68]([O:70][CH3:71])=[O:69])[C:64]([OH:66])=O.CN(C(ON1N=NC2C=CC=NC1=2)=[N+](C)C)C.F[P-](F)(F)(F)(F)F.CN1CCOCC1. The catalyst is Cl.CCO.CN(C=O)C. The product is [CH3:71][O:70][C:68]([NH:67][C@H:63]([C:64]([N:44]1[CH2:45][C@@H:46]([CH2:48][O:49][CH3:50])[CH2:47][C@H:43]1[C:41]1[NH:40][C:39]2[C:58]3[C:35]([CH:36]=[CH:37][C:38]=2[N:42]=1)=[CH:34][C:33]1[C:27]2[C:28]([CH2:30][O:31][C:32]=1[CH:59]=3)=[CH:29][C:24]([C:21]1[NH:20][C:19]([C@@H:14]3[CH2:15][C@H:16]([CH3:18])[CH2:17][N:13]3[C:11](=[O:12])[C@@H:6]([NH:5][C:3](=[O:4])[O:2][CH3:1])[C@H:7]([CH3:8])[CH2:9][CH3:10])=[N:23][CH:22]=1)=[CH:25][CH:26]=2)=[O:66])[C@H:62]([CH3:72])[O:61][CH3:60])=[O:69]. The yield is 0.810. (4) The reactants are [F:1][C:2]1[C:7]([O:8][CH3:9])=[C:6]([O:10][CH3:11])[CH:5]=[CH:4][C:3]=1[N+:12]([O-])=O. The catalyst is C(O)C.[Pt](=O)=O. The product is [F:1][C:2]1[C:7]([O:8][CH3:9])=[C:6]([O:10][CH3:11])[CH:5]=[CH:4][C:3]=1[NH2:12]. The yield is 0.950. (5) The reactants are C([O:3][C:4](=[O:27])[C:5]([C:8]1[CH:13]=[CH:12][CH:11]=[C:10]([C:14]#[C:15][C:16]2[CH:21]=[CH:20][C:19]([CH2:22][C:23]([O:25][CH3:26])=[O:24])=[CH:18][CH:17]=2)[CH:9]=1)([CH3:7])[CH3:6])C.[OH-].[Li+]. The catalyst is C(O)C.O1CCCC1. The product is [CH3:26][O:25][C:23]([CH2:22][C:19]1[CH:18]=[CH:17][C:16]([C:15]#[C:14][C:10]2[CH:9]=[C:8]([C:5]([CH3:7])([CH3:6])[C:4]([OH:27])=[O:3])[CH:13]=[CH:12][CH:11]=2)=[CH:21][CH:20]=1)=[O:24]. The yield is 0.950.